Dataset: Full USPTO retrosynthesis dataset with 1.9M reactions from patents (1976-2016). Task: Predict the reactants needed to synthesize the given product. Given the product [CH2:29]([O:13][C:12](=[O:14])[C:11]1[CH:15]=[CH:16][CH:17]=[CH:18][C:10]=1[C:8](=[O:9])[C:7]1[CH:19]=[CH:20][C:4]([N:3]([CH2:1][CH3:2])[CH2:22][CH3:23])=[CH:5][C:6]=1[OH:21])[C:28]#[CH:27], predict the reactants needed to synthesize it. The reactants are: [CH2:1]([N:3]([CH2:22][CH3:23])[C:4]1[CH:20]=[CH:19][C:7]([C:8]([C:10]2[CH:18]=[CH:17][CH:16]=[CH:15][C:11]=2[C:12]([OH:14])=[O:13])=[O:9])=[C:6]([OH:21])[CH:5]=1)[CH3:2].Cl.CN(C)[CH2:27][CH2:28][CH2:29]N=C=NCC.C(N(C(C)C)C(C)C)C.C(OCC)(=O)C.